Dataset: Catalyst prediction with 721,799 reactions and 888 catalyst types from USPTO. Task: Predict which catalyst facilitates the given reaction. (1) Reactant: [CH2:1]([N:8]1[CH:13]2[CH2:14][CH2:15][CH:9]1[CH2:10][CH:11]([C:16]1[C:24]([F:25])=[CH:23][C:19]([C:20]([NH2:22])=[O:21])=[C:18](Cl)[N:17]=1)[CH2:12]2)[C:2]1[CH:7]=[CH:6][CH:5]=[CH:4][CH:3]=1.[F:27][C:28]1[CH:33]=[CH:32][C:31]([OH:34])=[CH:30][CH:29]=1.C(=O)([O-])[O-].[Cs+].[Cs+]. Product: [CH2:1]([N:8]1[CH:13]2[CH2:14][CH2:15][CH:9]1[CH2:10][CH:11]([C:16]1[C:24]([F:25])=[CH:23][C:19]([C:20]([NH2:22])=[O:21])=[C:18]([O:34][C:31]3[CH:32]=[CH:33][C:28]([F:27])=[CH:29][CH:30]=3)[N:17]=1)[CH2:12]2)[C:2]1[CH:7]=[CH:6][CH:5]=[CH:4][CH:3]=1. The catalyst class is: 9. (2) Reactant: [S:1]([CH2:11][CH2:12][O:13][C:14](=[O:18])[C:15]([CH3:17])=[CH2:16])([C:4]1[CH:10]=[CH:9][C:7]([CH3:8])=[CH:6][CH:5]=1)(=[O:3])=[O:2].[OH:19][CH2:20][CH2:21][O:22][C:23](=[O:27])[C:24]([CH3:26])=[CH2:25].[CH3:28][O:29][C:30](=[O:34])[C:31]([CH3:33])=[CH2:32].CC(N=NC(C#N)(C)C)(C#N)C. Product: [S:1]([CH2:11][CH2:12][O:13][C:14](=[O:18])[C:15]([CH3:17])=[CH2:16])([C:4]1[CH:5]=[CH:6][C:7]([CH3:8])=[CH:9][CH:10]=1)(=[O:3])=[O:2].[OH:19][CH2:20][CH2:21][O:22][C:23](=[O:27])[C:24]([CH3:26])=[CH2:25].[CH3:28][O:29][C:30](=[O:34])[C:31]([CH3:33])=[CH2:32]. The catalyst class is: 7.